Predict which catalyst facilitates the given reaction. From a dataset of Catalyst prediction with 721,799 reactions and 888 catalyst types from USPTO. (1) Reactant: [Cl:1][C:2]1[CH:7]=[CH:6][C:5]([C@@H:8]2[CH2:12][NH:11]C(=O)[C@H:9]2[C:14]([O:16]C)=[O:15])=[CH:4][CH:3]=1.Cl. Product: [NH2:11][CH2:12][C@@H:8]([C:5]1[CH:4]=[CH:3][C:2]([Cl:1])=[CH:7][CH:6]=1)[CH2:9][C:14]([OH:16])=[O:15]. The catalyst class is: 262. (2) Reactant: [Br:1][C:2]1[CH:3]=[C:4]([CH:9]=[C:10]([CH2:12]Br)[CH:11]=1)[C:5]([O:7]C)=[O:6].[OH:14][CH2:15][C:16]1([C:29]2[CH:34]=[CH:33][CH:32]=[CH:31][CH:30]=2)[CH2:21][CH2:20][N:19]([C:22]([O:24][C:25]([CH3:28])([CH3:27])[CH3:26])=[O:23])[CH2:18][CH2:17]1.[H-].[Na+].O.[OH-].[Li+]. Product: [Br:1][C:2]1[CH:3]=[C:4]([CH:9]=[C:10]([CH2:12][O:14][CH2:15][C:16]2([C:29]3[CH:30]=[CH:31][CH:32]=[CH:33][CH:34]=3)[CH2:21][CH2:20][N:19]([C:22]([O:24][C:25]([CH3:27])([CH3:28])[CH3:26])=[O:23])[CH2:18][CH2:17]2)[CH:11]=1)[C:5]([OH:7])=[O:6]. The catalyst class is: 405.